This data is from Reaction yield outcomes from USPTO patents with 853,638 reactions. The task is: Predict the reaction yield, written as a fraction of the theoretical maximum amount of product (1.0 means a 100% yield; for example, 0.34 means a 34% yield). (1) The reactants are [F:1][C:2]1[CH:7]=[CH:6][C:5]([C:8]2[NH:12][N:11]=[CH:10][C:9]=2[CH:13]=O)=[CH:4][CH:3]=1.C(O)(=O)[CH2:16][C:17]([OH:19])=[O:18].N1CCCCC1.Cl. The catalyst is O.COCCOCCOC. The product is [F:1][C:2]1[CH:3]=[CH:4][C:5]([C:8]2[NH:12][N:11]=[CH:10][C:9]=2/[CH:13]=[CH:16]/[C:17]([OH:19])=[O:18])=[CH:6][CH:7]=1. The yield is 0.100. (2) The reactants are [CH3:1][C:2]1[CH:3]=[C:4]([CH:26]=[CH:27][CH:28]=1)[O:5][C:6]1[CH:7]=[C:8]([CH:23]=[CH:24][CH:25]=1)[CH2:9][O:10][C:11]1[CH:16]=[CH:15][C:14]([CH2:17][CH2:18][C:19]([O:21]C)=[O:20])=[CH:13][CH:12]=1.[OH-].[Na+].O.Cl. The catalyst is CO.O1CCCC1. The product is [CH3:1][C:2]1[CH:3]=[C:4]([CH:26]=[CH:27][CH:28]=1)[O:5][C:6]1[CH:7]=[C:8]([CH:23]=[CH:24][CH:25]=1)[CH2:9][O:10][C:11]1[CH:16]=[CH:15][C:14]([CH2:17][CH2:18][C:19]([OH:21])=[O:20])=[CH:13][CH:12]=1. The yield is 0.580. (3) The reactants are [Br:1][C:2]1[N:6]2[CH2:7][CH2:8][CH2:9][N:10]([C:12]([O:14][C:15]([CH3:18])([CH3:17])[CH3:16])=[O:13])[CH2:11][C:5]2=[C:4]([C:19](O)=[O:20])[N:3]=1.[CH3:22][NH:23][C:24](=[O:31])[C@H:25]([CH2:27][CH:28]([CH3:30])[CH3:29])[NH2:26].CCN(C(C)C)C(C)C.CN(C(ON1N=NC2C=CC=CC1=2)=[N+](C)C)C.[B-](F)(F)(F)F. The catalyst is CN(C=O)C. The product is [Br:1][C:2]1[N:6]2[CH2:7][CH2:8][CH2:9][N:10]([C:12]([O:14][C:15]([CH3:17])([CH3:18])[CH3:16])=[O:13])[CH2:11][C:5]2=[C:4]([C:19](=[O:20])[NH:26][C@@H:25]([CH2:27][CH:28]([CH3:30])[CH3:29])[C:24]([NH:23][CH3:22])=[O:31])[N:3]=1. The yield is 0.510. (4) The reactants are [CH3:1][O:2][C:3]([C@@H:5]([N:13]1[CH2:21][C:17]2[CH:18]=[CH:19][S:20][C:16]=2[CH2:15][CH2:14]1)[C:6]1[CH:7]=[CH:8][CH:9]=[CH:10][C:11]=1[Cl:12])=[O:4].[S:22](=[O:26])(=[O:25])([OH:24])[OH:23]. The catalyst is C(O)(C)C. The product is [CH3:1][O:2][C:3]([C@@H:5]([N:13]1[CH2:21][C:17]2[CH:18]=[CH:19][S:20][C:16]=2[CH2:15][CH2:14]1)[C:6]1[C:11]([Cl:12])=[CH:10][CH:9]=[CH:8][CH:7]=1)=[O:4].[OH:25][S:22]([OH:26])(=[O:24])=[O:23]. The yield is 0.840. (5) The reactants are [F:1][C:2]1[CH:7]=[CH:6][C:5]([CH2:8][C:9]2[CH:18]=[C:17]3[C:12]([C:13]([OH:29])=[C:14]([C:24](OCC)=[O:25])[C:15](=[O:23])[N:16]3[CH2:19][CH2:20][CH2:21][OH:22])=[N:11][CH:10]=2)=[CH:4][CH:3]=1.[NH2:30][CH2:31][CH2:32][NH:33][C:34](=[O:36])[CH3:35]. No catalyst specified. The product is [C:34]([NH:33][CH2:32][CH2:31][NH:30][C:24]([C:14]1[C:15](=[O:23])[N:16]([CH2:19][CH2:20][CH2:21][OH:22])[C:17]2[C:12]([C:13]=1[OH:29])=[N:11][CH:10]=[C:9]([CH2:8][C:5]1[CH:4]=[CH:3][C:2]([F:1])=[CH:7][CH:6]=1)[CH:18]=2)=[O:25])(=[O:36])[CH3:35]. The yield is 0.310. (6) The reactants are [NH2:1]OS(O)(=O)=O.[CH2:7]([S:9][CH2:10][CH3:11])[CH3:8].[OH-].[Na+].[Cl:14][C:15]1[CH:16]=[C:17]([CH3:27])[C:18]2[NH:23]C(=O)[O:21][C:20](=O)[C:19]=2[CH:26]=1. The catalyst is O.C(OCC)(=O)C. The product is [NH2:23][C:18]1[C:17]([CH3:27])=[CH:16][C:15]([Cl:14])=[CH:26][C:19]=1[C:20]([N:1]=[S:9]([CH2:10][CH3:11])[CH2:7][CH3:8])=[O:21]. The yield is 0.789. (7) The reactants are Cl[C:2]1[N:7]=[C:6]([C:8]2[N:12]3[CH:13]=[CH:14][CH:15]=[CH:16][C:11]3=[N:10][C:9]=2[C:17]2[CH:18]=[CH:19][C:20]([O:34][CH3:35])=[C:21]([CH:33]=2)[C:22]([NH:24][C:25]2[C:30]([F:31])=[CH:29][CH:28]=[CH:27][C:26]=2[F:32])=[O:23])[CH:5]=[CH:4][N:3]=1.[CH3:36][C:37]1[C:38]([N:46]2[CH2:51][CH2:50][N:49]([CH2:52][CH2:53][O:54][CH3:55])[CH2:48][CH2:47]2)=[CH:39][C:40]([O:44][CH3:45])=[C:41]([CH:43]=1)[NH2:42].C1(C)C=CC(S(O)(=O)=O)=CC=1.C(O)C(F)(F)F.N. The catalyst is CO.C(Cl)Cl. The product is [F:32][C:26]1[CH:27]=[CH:28][CH:29]=[C:30]([F:31])[C:25]=1[NH:24][C:22](=[O:23])[C:21]1[CH:33]=[C:17]([C:9]2[N:10]=[C:11]3[CH:16]=[CH:15][CH:14]=[CH:13][N:12]3[C:8]=2[C:6]2[CH:5]=[CH:4][N:3]=[C:2]([NH:42][C:41]3[CH:43]=[C:37]([CH3:36])[C:38]([N:46]4[CH2:47][CH2:48][N:49]([CH2:52][CH2:53][O:54][CH3:55])[CH2:50][CH2:51]4)=[CH:39][C:40]=3[O:44][CH3:45])[N:7]=2)[CH:18]=[CH:19][C:20]=1[O:34][CH3:35]. The yield is 0.470. (8) The reactants are N.[Li].[CH:3]#C.C([SiH2]O[C:11]([CH3:31])(C)[CH:12]1[CH2:17][CH2:16][CH:15]([CH2:18][O:19]S(C2C=CC(C)=CC=2)(=O)=O)[CH2:14][CH2:13]1)(C)(C)C. The catalyst is CS(C)=O.C1COCC1. The product is [CH2:11]([CH:12]1[CH2:13][CH2:14][CH:15]([CH2:18][OH:19])[CH2:16][CH2:17]1)[C:31]#[CH:3]. The yield is 0.930. (9) The reactants are Br[C:2]1[CH:3]=[N:4][CH:5]=[CH:6][CH:7]=1.[O:8]=[C:9]1[C@@H:16]2[C@@H:12]([CH2:13][N:14]([C:17]([O:19][C:20]([CH3:23])([CH3:22])[CH3:21])=[O:18])[CH2:15]2)[CH2:11][CH2:10]1. No catalyst specified. The product is [OH:8][C:9]1([C:2]2[CH:3]=[N:4][CH:5]=[CH:6][CH:7]=2)[C@@H:16]2[C@@H:12]([CH2:13][N:14]([C:17]([O:19][C:20]([CH3:23])([CH3:22])[CH3:21])=[O:18])[CH2:15]2)[CH2:11][CH2:10]1. The yield is 0.270.